This data is from Full USPTO retrosynthesis dataset with 1.9M reactions from patents (1976-2016). The task is: Predict the reactants needed to synthesize the given product. (1) The reactants are: [F:1][C:2]([F:34])([F:33])[CH:3]([CH2:30][O:31]C)[O:4][C:5]1[CH:10]=[CH:9][C:8]([NH:11][C:12]([CH:14]2[CH2:19][CH2:18][N:17]([S:20]([C:23]3[CH:28]=[CH:27][C:26]([CH3:29])=[CH:25][CH:24]=3)(=[O:22])=[O:21])[CH2:16][CH2:15]2)=[O:13])=[CH:7][CH:6]=1.B(Br)(Br)Br. Given the product [F:34][C:2]([F:1])([F:33])[CH:3]([CH2:30][OH:31])[O:4][C:5]1[CH:6]=[CH:7][C:8]([NH:11][C:12]([CH:14]2[CH2:15][CH2:16][N:17]([S:20]([C:23]3[CH:24]=[CH:25][C:26]([CH3:29])=[CH:27][CH:28]=3)(=[O:22])=[O:21])[CH2:18][CH2:19]2)=[O:13])=[CH:9][CH:10]=1, predict the reactants needed to synthesize it. (2) Given the product [Cl:1][C:2]1[N:7]=[CH:6][C:5]([CH2:8][C:9]([NH:12][C:13]2[CH:18]=[CH:17][C:16]([CH3:19])=[CH:15][CH:14]=2)=[O:11])=[CH:4][CH:3]=1, predict the reactants needed to synthesize it. The reactants are: [Cl:1][C:2]1[N:7]=[CH:6][C:5]([CH2:8][C:9]([OH:11])=O)=[CH:4][CH:3]=1.[NH2:12][C:13]1[CH:18]=[CH:17][C:16]([CH3:19])=[CH:15][CH:14]=1.C(N(CC)C(C)C)(C)C.F[P-](F)(F)(F)(F)F.N1(OC(N(C)C)=[N+](C)C)C2N=CC=CC=2N=N1. (3) Given the product [N:1]1[CH:6]=[CH:5][CH:4]=[C:3]([CH2:7][NH:8][C:10]2[CH:17]=[CH:16][C:13]([C:14]#[N:15])=[CH:12][N:11]=2)[CH:2]=1, predict the reactants needed to synthesize it. The reactants are: [N:1]1[CH:6]=[CH:5][CH:4]=[C:3]([CH2:7][NH2:8])[CH:2]=1.Cl[C:10]1[CH:17]=[CH:16][C:13]([C:14]#[N:15])=[CH:12][N:11]=1.C(=O)([O-])[O-].[K+].[K+]. (4) Given the product [CH:7]1([CH2:12][C@H:13]([CH2:34][N:35]([CH:44]=[O:45])[O:36][CH2:37][C:38]2[CH:39]=[CH:40][CH:41]=[CH:42][CH:43]=2)[C:14]([N:16]2[C@H:20]([C:21]([NH:61][C:59]3[CH:58]=[CH:57][N:56]=[C:55]([CH2:54][N:52]([CH3:53])[CH3:51])[N:60]=3)=[O:23])[CH2:19][CH2:18][N:17]2[C:24]([O:26][CH2:27][C:28]2[CH:33]=[CH:32][CH:31]=[CH:30][CH:29]=2)=[O:25])=[O:15])[CH2:8][CH2:9][CH2:10][CH2:11]1, predict the reactants needed to synthesize it. The reactants are: CN1C=CN=C1.[CH:7]1([CH2:12][C@H:13]([CH2:34][N:35]([CH:44]=[O:45])[O:36][CH2:37][C:38]2[CH:43]=[CH:42][CH:41]=[CH:40][CH:39]=2)[C:14]([N:16]2[C@H:20]([C:21]([OH:23])=O)[CH2:19][CH2:18][N:17]2[C:24]([O:26][CH2:27][C:28]2[CH:33]=[CH:32][CH:31]=[CH:30][CH:29]=2)=[O:25])=[O:15])[CH2:11][CH2:10][CH2:9][CH2:8]1.S(Cl)(C)(=O)=O.[CH3:51][N:52]([CH2:54][C:55]1[N:60]=[C:59]([NH2:61])[CH:58]=[CH:57][N:56]=1)[CH3:53]. (5) Given the product [Br:14][C:11]1[CH:10]=[N:9][C:8]([N:3]2[CH2:4][CH2:5][O:1][C:2]2=[O:6])=[N:13][CH:12]=1, predict the reactants needed to synthesize it. The reactants are: [O:1]1[CH2:5][CH2:4][NH:3][C:2]1=[O:6].Cl[C:8]1[N:13]=[CH:12][C:11]([Br:14])=[CH:10][N:9]=1.C(=O)([O-])[O-].[K+].[K+].